This data is from Reaction yield outcomes from USPTO patents with 853,638 reactions. The task is: Predict the reaction yield, written as a fraction of the theoretical maximum amount of product (1.0 means a 100% yield; for example, 0.34 means a 34% yield). (1) The reactants are [CH3:1][C:2]([NH2:24])([CH3:23])[CH2:3][C:4]1[CH:9]=[CH:8][CH:7]=[C:6]([O:10][CH2:11][CH2:12][C:13]23[CH2:22][CH:17]4[CH2:18][CH:19]([CH2:21][CH:15]([CH2:16]4)[CH2:14]2)[CH2:20]3)[CH:5]=1.[CH2:25]([O:32][C:33]1[CH:34]=[CH:35][C:36]([C@@H:44]([O:47][Si:48]([C:51]([CH3:54])([CH3:53])[CH3:52])([CH3:50])[CH3:49])[CH2:45]Br)=[C:37]2[C:42]=1[NH:41][C:40](=[O:43])[CH:39]=[CH:38]2)[C:26]1[CH:31]=[CH:30][CH:29]=[CH:28][CH:27]=1.[I-].[Na+].C(=O)([O-])O.[Na+]. The catalyst is CN1CCCC1=O.O. The product is [CH2:25]([O:32][C:33]1[CH:34]=[CH:35][C:36]([CH:44]([O:47][Si:48]([C:51]([CH3:52])([CH3:54])[CH3:53])([CH3:50])[CH3:49])[CH2:45][NH:24][C:2]([CH3:1])([CH3:23])[CH2:3][C:4]2[CH:9]=[CH:8][CH:7]=[C:6]([O:10][CH2:11][CH2:12][C:13]34[CH2:22][CH:17]5[CH2:16][CH:15]([CH2:21][CH:19]([CH2:18]5)[CH2:20]3)[CH2:14]4)[CH:5]=2)=[C:37]2[C:42]=1[NH:41][C:40](=[O:43])[CH:39]=[CH:38]2)[C:26]1[CH:27]=[CH:28][CH:29]=[CH:30][CH:31]=1. The yield is 0.340. (2) The reactants are [Cl:1][C:2]1[CH:7]=[C:6]([N+:8]([O-])=O)[CH:5]=[C:4]([Cl:11])[C:3]=1[S:12][C:13]1[S:14][C:15]2[CH:21]=[CH:20][C:19]([C:22]#[N:23])=[CH:18][C:16]=2[N:17]=1.O.O.[Sn](Cl)(Cl)(Cl)Cl. No catalyst specified. The product is [NH2:8][C:6]1[CH:7]=[C:2]([Cl:1])[C:3]([S:12][C:13]2[S:14][C:15]3[CH:21]=[CH:20][C:19]([C:22]#[N:23])=[CH:18][C:16]=3[N:17]=2)=[C:4]([Cl:11])[CH:5]=1. The yield is 0.800. (3) The reactants are [CH2:1]([O:3][C:4]1[CH:9]=[CH:8][N:7]([C:10]2[CH:15]=[CH:14][C:13]([F:16])=[CH:12][CH:11]=2)[C:6](=[O:17])[C:5]=1[C:18]([O:20]CC)=[O:19])[CH3:2].[Li+].[OH-]. The catalyst is CCO.O. The product is [CH2:1]([O:3][C:4]1[CH:9]=[CH:8][N:7]([C:10]2[CH:15]=[CH:14][C:13]([F:16])=[CH:12][CH:11]=2)[C:6](=[O:17])[C:5]=1[C:18]([OH:20])=[O:19])[CH3:2]. The yield is 0.789. (4) The reactants are [N+:1]([C:4]1[CH:5]=[C:6]2[C:10](=[CH:11][CH:12]=1)[NH:9][N:8]=[CH:7]2)([O-:3])=[O:2].C(=O)([O-])[O-].[K+].[K+].Cl[CH2:20][C:21]1[O:22][CH:23]=[CH:24][N:25]=1.[NH4+].[Cl-]. The catalyst is CN(C=O)C. The product is [N+:1]([C:4]1[CH:5]=[C:6]2[C:10](=[CH:11][CH:12]=1)[N:9]([CH2:20][C:21]1[O:22][CH:23]=[CH:24][N:25]=1)[N:8]=[CH:7]2)([O-:3])=[O:2]. The yield is 0.630. (5) No catalyst specified. The yield is 0.770. The product is [Br:1][C:2]1[CH:12]=[CH:11][CH:10]=[CH:9][C:3]=1[C:4](=[O:6])[CH2:20][C:18]1[CH:17]=[CH:16][CH:15]=[C:14]([Cl:13])[N:19]=1. The reactants are [Br:1][C:2]1[CH:12]=[CH:11][CH:10]=[CH:9][C:3]=1[C:4]([O:6]CC)=O.[Cl:13][C:14]1[N:19]=[C:18]([CH3:20])[CH:17]=[CH:16][CH:15]=1. (6) The reactants are [NH:1]([C:36]([CH2:38][CH2:39][CH2:40][CH2:41][CH2:42][CH2:43][CH3:44])=[O:37])[C@H:2]([C:18]([NH:20][C@H:21]([C:26]([N:28]1[CH2:35][CH2:34][CH2:33][C@H:29]1[C:30](O)=[O:31])=[O:27])[CH2:22][CH:23]([CH3:25])[CH3:24])=[O:19])[CH2:3][C:4]1[CH:9]=[CH:8][C:7]([O:10][CH2:11][C:12]2[CH:17]=[CH:16][CH:15]=[CH:14][CH:13]=2)=[CH:6][CH:5]=1.[NH2:45][C@H:46]([C:71]([O:73][CH3:74])=[O:72])[CH2:47][CH2:48][CH2:49][NH:50][C:51](=[NH:70])[NH:52][S:53]([C:56]1[C:68]([CH3:69])=[C:67]2[C:61]([O:62][C:63]([CH2:66]2)([CH3:65])[CH3:64])=[C:59]([CH3:60])[C:57]=1[CH3:58])(=[O:55])=[O:54].Cl.F[P-](F)(F)(F)(F)F.N1(O[P+](N(C)C)(N(C)C)N(C)C)C2C=CC=CC=2N=N1.CCN(C(C)C)C(C)C. The catalyst is CN(C=O)C. The product is [NH:1]([C:36]([CH2:38][CH2:39][CH2:40][CH2:41][CH2:42][CH2:43][CH3:44])=[O:37])[C@H:2]([C:18]([NH:20][C@H:21]([C:26]([N:28]1[CH2:35][CH2:34][CH2:33][C@H:29]1[C:30]([NH:45][C@H:46]([C:71]([O:73][CH3:74])=[O:72])[CH2:47][CH2:48][CH2:49][NH:50][C:51](=[NH:70])[NH:52][S:53]([C:56]1[C:68]([CH3:69])=[C:67]2[C:61]([O:62][C:63]([CH2:66]2)([CH3:65])[CH3:64])=[C:59]([CH3:60])[C:57]=1[CH3:58])(=[O:55])=[O:54])=[O:31])=[O:27])[CH2:22][CH:23]([CH3:25])[CH3:24])=[O:19])[CH2:3][C:4]1[CH:9]=[CH:8][C:7]([O:10][CH2:11][C:12]2[CH:13]=[CH:14][CH:15]=[CH:16][CH:17]=2)=[CH:6][CH:5]=1. The yield is 0.960. (7) The reactants are [F:1][C:2]1[CH:7]=[CH:6][CH:5]=[CH:4][C:3]=1[NH:8][C:9](=[O:34])[NH:10][C:11]1[CH:16]=[CH:15][C:14]([C:17]2[CH:21]=[C:20]([C:22]([N:24]([C@@H:26]([CH:31]([CH3:33])[CH3:32])[C:27]([O:29]C)=[O:28])[CH3:25])=[O:23])[O:19][N:18]=2)=[CH:13][CH:12]=1.O.O.[OH-].[Li+].Cl. The catalyst is C1COCC1. The product is [F:1][C:2]1[CH:7]=[CH:6][CH:5]=[CH:4][C:3]=1[NH:8][C:9](=[O:34])[NH:10][C:11]1[CH:16]=[CH:15][C:14]([C:17]2[CH:21]=[C:20]([C:22]([N:24]([C@@H:26]([CH:31]([CH3:32])[CH3:33])[C:27]([OH:29])=[O:28])[CH3:25])=[O:23])[O:19][N:18]=2)=[CH:13][CH:12]=1. The yield is 0.390.